This data is from Full USPTO retrosynthesis dataset with 1.9M reactions from patents (1976-2016). The task is: Predict the reactants needed to synthesize the given product. (1) Given the product [CH2:2]([N:9]1[CH2:14][CH2:13][C:12]([C:15]([N:26]2[CH2:27][CH2:28][CH2:31][CH2:30][CH2:29]2)=[O:16])([C:18]2[CH:19]=[CH:20][CH:21]=[CH:22][CH:23]=2)[CH2:11][CH2:10]1)[C:3]1[CH:8]=[CH:7][CH:6]=[CH:5][CH:4]=1, predict the reactants needed to synthesize it. The reactants are: Cl.[CH2:2]([N:9]1[CH2:14][CH2:13][C:12]([C:18]2[CH:23]=[CH:22][CH:21]=[CH:20][CH:19]=2)([C:15](O)=[O:16])[CH2:11][CH2:10]1)[C:3]1[CH:8]=[CH:7][CH:6]=[CH:5][CH:4]=1.C([N:26]([CH2:29][CH3:30])[CH2:27][CH3:28])C.[CH2:31](Cl)CCl. (2) Given the product [Cl:1][C:2]1[N:7]=[C:6]([CH3:10])[C:5]([F:9])=[CH:4][N:3]=1, predict the reactants needed to synthesize it. The reactants are: [Cl:1][C:2]1[N:7]=[C:6](Cl)[C:5]([F:9])=[CH:4][N:3]=1.[CH3:10][Mg]Cl. (3) Given the product [Cl:10][C:11]1[CH:27]=[CH:26][C:14]([CH2:15][O:16][C:17]2[CH:24]=[CH:23][C:20]([CH:21]([C:3]3[C:4]4[C:9](=[N:8][CH:7]=[CH:6][CH:5]=4)[NH:1][CH:2]=3)[OH:22])=[CH:19][C:18]=2[F:25])=[CH:13][CH:12]=1, predict the reactants needed to synthesize it. The reactants are: [NH:1]1[C:9]2[C:4](=[CH:5][CH:6]=[CH:7][N:8]=2)[CH:3]=[CH:2]1.[Cl:10][C:11]1[CH:27]=[CH:26][C:14]([CH2:15][O:16][C:17]2[CH:24]=[CH:23][C:20]([CH:21]=[O:22])=[CH:19][C:18]=2[F:25])=[CH:13][CH:12]=1.[OH-].[K+].O. (4) The reactants are: CN(C(ON1N=NC2C=CC=NC1=2)=[N+](C)C)C.F[P-](F)(F)(F)(F)F.[CH3:25][N:26]1[C:38]2[CH2:37][CH2:36][CH:35]([CH:39]3[CH2:44][CH2:43][O:42][CH2:41][CH2:40]3)[CH2:34][C:33]=2[C:32]2[C:27]1=[CH:28][CH:29]=[C:30]([C:45](O)=[O:46])[CH:31]=2.[CH3:48][NH:49][CH2:50][CH2:51][NH:52][CH3:53].C(N(CC)C(C)C)(C)C. Given the product [CH3:48][N:49]([CH2:50][CH2:51][NH:52][CH3:53])[C:45]([C:30]1[CH:31]=[C:32]2[C:27](=[CH:28][CH:29]=1)[N:26]([CH3:25])[C:38]1[CH2:37][CH2:36][CH:35]([CH:39]3[CH2:44][CH2:43][O:42][CH2:41][CH2:40]3)[CH2:34][C:33]2=1)=[O:46], predict the reactants needed to synthesize it. (5) Given the product [OH:14][CH:15]([CH2:19][N:20]1[CH2:24][CH2:23][CH2:22][CH2:21]1)[CH2:16][C:13]1[NH:2][C:3](=[O:12])[C:4]2[C:5]([CH:11]=1)=[C:6]([CH3:10])[CH:7]=[CH:8][CH:9]=2, predict the reactants needed to synthesize it. The reactants are: C[N:2]([CH3:13])[C:3](=[O:12])[C:4]1[CH:9]=[CH:8][CH:7]=[C:6]([CH3:10])[C:5]=1[CH3:11].[OH:14][CH:15]([CH2:19][N:20]1[CH2:24][CH2:23][CH2:22][CH2:21]1)[CH2:16]C#N. (6) Given the product [C:1]1([C:11]2[CH:15]=[CH:14][O:13][CH:12]=2)[CH:6]=[CH:5][CH:4]=[CH:3][CH:2]=1, predict the reactants needed to synthesize it. The reactants are: [C:1]1(B(O)O)[CH:6]=[CH:5][CH:4]=[CH:3][CH:2]=1.Br[C:11]1[CH:15]=[CH:14][O:13][CH:12]=1.[O-]P([O-])([O-])=O.[K+].[K+].[K+]. (7) Given the product [CH3:8][C:9]1[CH:10]=[C:11]([C:16]2[N:2]([CH3:1])[N:3]=[C:4]([C:5](=[O:7])[CH3:6])[C:17]=2[OH:18])[CH:12]=[C:13]([CH3:15])[CH:14]=1, predict the reactants needed to synthesize it. The reactants are: [CH3:1][NH:2][N:3]=[CH:4][C:5](=[O:7])[CH3:6].[CH3:8][C:9]1[CH:10]=[C:11]([C:16](=O)[CH:17]=[O:18])[CH:12]=[C:13]([CH3:15])[CH:14]=1.CCCCCC.C(OCC)(=O)C. (8) The reactants are: [F:1][C:2]1[CH:9]=[CH:8][C:5]([CH:6]=[O:7])=[CH:4][CH:3]=1.[CH3:10][C:11]([C:13]1[CH:18]=[CH:17][C:16]([F:19])=[CH:15][CH:14]=1)=O. Given the product [F:19][C:16]1[CH:17]=[CH:18][C:13]([CH:11]=[CH:10][C:6]([C:5]2[CH:8]=[CH:9][C:2]([F:1])=[CH:3][CH:4]=2)=[O:7])=[CH:14][CH:15]=1, predict the reactants needed to synthesize it. (9) Given the product [Cl:29][C:10]1[CH:11]=[C:12]([C:16]([N:18]2[CH2:24][CH2:23][CH2:22][CH2:21][C:20]3[CH:25]=[CH:26][CH:27]=[CH:28][C:19]2=3)=[O:17])[CH:13]=[C:14]([Cl:15])[C:9]=1[OH:8], predict the reactants needed to synthesize it. The reactants are: C([O:8][C:9]1[C:14]([Cl:15])=[CH:13][C:12]([C:16]([N:18]2[CH2:24][CH2:23][CH2:22][CH2:21][C:20]3[CH:25]=[CH:26][CH:27]=[CH:28][C:19]2=3)=[O:17])=[CH:11][C:10]=1[Cl:29])C1C=CC=CC=1.